From a dataset of Full USPTO retrosynthesis dataset with 1.9M reactions from patents (1976-2016). Predict the reactants needed to synthesize the given product. (1) Given the product [I:1][C:2]1[CH:9]=[CH:8][C:5]([CH2:6][NH:7][S:16]([C:10]2[CH:15]=[CH:14][CH:13]=[CH:12][CH:11]=2)(=[O:18])=[O:17])=[CH:4][CH:3]=1, predict the reactants needed to synthesize it. The reactants are: [I:1][C:2]1[CH:9]=[CH:8][C:5]([CH2:6][NH2:7])=[CH:4][CH:3]=1.[C:10]1([S:16](Cl)(=[O:18])=[O:17])[CH:15]=[CH:14][CH:13]=[CH:12][CH:11]=1. (2) The reactants are: CCOC(/N=N/C(OCC)=O)=O.[CH:13]12[CH2:19][CH:16]([CH:17]=[CH:18]1)[CH2:15][CH:14]2[CH2:20][OH:21].[I:22][C:23]1[CH:28]=[CH:27][C:26](O)=[CH:25][CH:24]=1.C1(P(C2C=CC=CC=2)C2C=CC=CC=2)C=CC=CC=1. Given the product [I:22][C:23]1[CH:28]=[CH:27][C:26]([O:21][CH2:20][CH:14]2[CH2:15][CH:16]3[CH2:19][CH:13]2[CH:18]=[CH:17]3)=[CH:25][CH:24]=1, predict the reactants needed to synthesize it. (3) Given the product [O:26]1[C:25]2[CH:27]=[CH:28][CH:29]=[CH:30][C:24]=2[O:23][CH2:22][CH:21]1[CH2:20][NH:19][C:17]([C:15]1[CH:16]=[C:2]2[C:3]([C:4](=[O:5])[N:6]([CH2:7][CH2:8][CH2:9][O:10][CH2:11][CH3:12])[C:31](=[S:32])[NH:1]2)=[CH:13][CH:14]=1)=[O:18], predict the reactants needed to synthesize it. The reactants are: [NH2:1][C:2]1[CH:16]=[C:15]([C:17]([NH:19][CH2:20][CH:21]2[O:26][C:25]3[CH:27]=[CH:28][CH:29]=[CH:30][C:24]=3[O:23][CH2:22]2)=[O:18])[CH:14]=[CH:13][C:3]=1[C:4]([NH:6][CH2:7][CH2:8][CH2:9][O:10][CH2:11][CH3:12])=[O:5].[C:31](Cl)(Cl)=[S:32]. (4) Given the product [O:19]=[C:2]([CH3:1])[CH2:3][C:6]([NH:8][C:9]1[CH:14]=[CH:13][C:12]([C:15]([F:16])([F:17])[F:18])=[CH:11][CH:10]=1)=[O:7], predict the reactants needed to synthesize it. The reactants are: [CH3:1]/[C:2](/[OH:19])=[C:3](/[C:6]([NH:8][C:9]1[CH:10]=[CH:11][C:12]([C:15]([F:18])([F:17])[F:16])=[CH:13][CH:14]=1)=[O:7])\C#N.C(OC(=O)CC(C)=O)C.FC(F)(F)C1C=CC(N)=CC=1.[N+](C1C=CC=CC=1)([O-])=O. (5) Given the product [Cl:1][C:2]1[CH:7]=[C:6]([Cl:8])[CH:5]=[CH:4][C:3]=1[CH2:9][C:10]1([NH2:11])[CH2:13][CH2:12]1, predict the reactants needed to synthesize it. The reactants are: [Cl:1][C:2]1[CH:7]=[C:6]([Cl:8])[CH:5]=[CH:4][C:3]=1[CH2:9][C:10]#[N:11].[CH3:12][CH2:13]OCC.B(F)(F)F.CCOCC.[OH-].[Na+]. (6) Given the product [CH3:21][N:22]([CH3:26])[CH2:23][C:24]#[C:25][C:4]1[CH:9]=[N:8][C:7]([CH3:10])=[C:6]([N+:11]([O-:13])=[O:12])[CH:5]=1, predict the reactants needed to synthesize it. The reactants are: N#N.Br[C:4]1[CH:5]=[C:6]([N+:11]([O-:13])=[O:12])[C:7]([CH3:10])=[N:8][CH:9]=1.CCN(CC)CC.[CH3:21][N:22]([CH3:26])[CH2:23][C:24]#[CH:25]. (7) Given the product [ClH:33].[NH:22]1[CH2:23][CH2:24][CH2:25][C@H:20]([CH2:19][NH:18][C:16]2[C:11]3=[N:12][CH:13]=[CH:14][N:15]=[C:10]3[CH:9]=[C:8]([N:4]3[CH2:5][CH2:6][NH:7][C:2](=[O:1])[CH2:3]3)[N:17]=2)[CH2:21]1, predict the reactants needed to synthesize it. The reactants are: [O:1]=[C:2]1[NH:7][CH2:6][CH2:5][N:4]([C:8]2[N:17]=[C:16]([NH:18][CH2:19][C@H:20]3[CH2:25][CH2:24][CH2:23][N:22](C(OC(C)(C)C)=O)[CH2:21]3)[C:11]3=[N:12][CH:13]=[CH:14][N:15]=[C:10]3[CH:9]=2)[CH2:3]1.[ClH:33].CC(O)C. (8) Given the product [O:1]1[C:5]2[CH:6]=[CH:7][CH:8]=[CH:9][C:4]=2[N:3]=[C:2]1[C:10]1[CH:11]=[CH:12][C:13]2[N:17]([CH:18]3[CH2:23][CH2:22][O:21][CH2:20][CH2:19]3)[C:28]([C:27]3[CH:30]=[CH:31][CH:32]=[C:25]([Cl:24])[CH:26]=3)=[N:15][C:14]=2[CH:16]=1, predict the reactants needed to synthesize it. The reactants are: [O:1]1[C:5]2[CH:6]=[CH:7][CH:8]=[CH:9][C:4]=2[N:3]=[C:2]1[C:10]1[CH:11]=[CH:12][C:13]([NH:17][CH:18]2[CH2:23][CH2:22][O:21][CH2:20][CH2:19]2)=[C:14]([CH:16]=1)[NH2:15].[Cl:24][C:25]1[CH:26]=[C:27]([CH:30]=[CH:31][CH:32]=1)[CH:28]=O.OOS([O-])=O.[K+].C(=O)([O-])[O-].[K+].[K+]. (9) Given the product [Cl:23][C:24]1[CH:29]=[CH:28][C:27]([C@H:30]2[O:2][C@@H:31]2[CH2:32][OH:33])=[CH:26][C:25]=1[F:34], predict the reactants needed to synthesize it. The reactants are: C([C@H]([C@@H](C(OC(C)C)=O)O)O)(OC(C)C)=[O:2].C(OO)(C)(C)C.[Cl:23][C:24]1[CH:29]=[CH:28][C:27](/[CH:30]=[CH:31]/[CH2:32][OH:33])=[CH:26][C:25]=1[F:34]. (10) Given the product [CH:11]([C:12]1[Se:5][C:4]([C:3]([OH:9])=[O:2])=[CH:14][CH:13]=1)=[O:17], predict the reactants needed to synthesize it. The reactants are: C[O:2][CH:3]([O:9]C)[C:4]1[Se:5]C=CC=1.[CH2:11]([Li])[CH2:12][CH2:13][CH3:14].[C]=[O:17].